This data is from Reaction yield outcomes from USPTO patents with 853,638 reactions. The task is: Predict the reaction yield, written as a fraction of the theoretical maximum amount of product (1.0 means a 100% yield; for example, 0.34 means a 34% yield). (1) The reactants are O=[C:2]1[O:7][CH:6]([C:8]2[CH:13]=[CH:12][CH:11]=[CH:10][CH:9]=2)[C:5]2[CH:14]=[C:15]([NH:18][S:19]([C:22]3[S:23][CH:24]=[CH:25][CH:26]=3)(=[O:21])=[O:20])[CH:16]=[CH:17][C:4]=2[NH:3]1.COC1C=CC(P2(SP(C3C=CC(OC)=CC=3)(=S)S2)=[S:36])=CC=1.C1(C)C=CC=CC=1. The catalyst is O1CCCC1. The product is [C:8]1([CH:6]2[C:5]3[CH:14]=[C:15]([NH:18][S:19]([C:22]4[S:23][CH:24]=[CH:25][CH:26]=4)(=[O:20])=[O:21])[CH:16]=[CH:17][C:4]=3[NH:3][C:2](=[S:36])[O:7]2)[CH:13]=[CH:12][CH:11]=[CH:10][CH:9]=1. The yield is 0.540. (2) The yield is 0.831. The catalyst is C(Cl)Cl. The reactants are Cl[C:2]1[C:7]([N+:8]([O-:10])=[O:9])=[C:6]([Cl:11])[N:5]=[CH:4][N:3]=1.[CH2:12]([NH:19][CH2:20][C:21]1[CH:26]=[CH:25][CH:24]=[CH:23][CH:22]=1)[C:13]1[CH:18]=[CH:17][CH:16]=[CH:15][CH:14]=1. The product is [CH2:20]([N:19]([CH2:12][C:13]1[CH:18]=[CH:17][CH:16]=[CH:15][CH:14]=1)[C:2]1[C:7]([N+:8]([O-:10])=[O:9])=[C:6]([Cl:11])[N:5]=[CH:4][N:3]=1)[C:21]1[CH:26]=[CH:25][CH:24]=[CH:23][CH:22]=1. (3) The reactants are [NH2:1][C:2]1[CH:3]=[N:4][N:5]([CH2:8][C:9]([CH3:12])([OH:11])[CH3:10])[C:6]=1[Cl:7].Cl[C:14]1[N:15]=[C:16]([O:41][CH:42]2[CH2:46][CH2:45][CH2:44][CH2:43]2)[C:17]2[C:22]([C:23]3[CH:32]=[CH:31][C:26]4[N:27]=[C:28]([CH3:30])[O:29][C:25]=4[CH:24]=3)=[CH:21][N:20]([CH2:33][O:34][CH2:35][CH2:36][Si:37]([CH3:40])([CH3:39])[CH3:38])[C:18]=2[N:19]=1.C1(P(C2C=CC=CC=2)C2C=CC3C(=CC=CC=3)C=2C2C3C(=CC=CC=3)C=CC=2P(C2C=CC=CC=2)C2C=CC=CC=2)C=CC=CC=1.C(=O)([O-])[O-].[Cs+].[Cs+]. The catalyst is O1CCOCC1.C([O-])(=O)C.[Pd+2].C([O-])(=O)C. The product is [Cl:7][C:6]1[N:5]([CH2:8][C:9]([CH3:12])([OH:11])[CH3:10])[N:4]=[CH:3][C:2]=1[NH:1][C:14]1[N:15]=[C:16]([O:41][CH:42]2[CH2:43][CH2:44][CH2:45][CH2:46]2)[C:17]2[C:22]([C:23]3[CH:32]=[CH:31][C:26]4[N:27]=[C:28]([CH3:30])[O:29][C:25]=4[CH:24]=3)=[CH:21][N:20]([CH2:33][O:34][CH2:35][CH2:36][Si:37]([CH3:40])([CH3:39])[CH3:38])[C:18]=2[N:19]=1. The yield is 0.970. (4) The product is [C:11]([C:15]1[CH:20]=[CH:19][C:18]([C:2]2[CH:9]=[C:6]([CH:7]=[O:8])[C:5]([OH:10])=[CH:4][CH:3]=2)=[CH:17][CH:16]=1)([CH3:14])([CH3:13])[CH3:12]. The yield is 0.560. The reactants are Br[C:2]1[CH:9]=[C:6]([CH:7]=[O:8])[C:5]([OH:10])=[CH:4][CH:3]=1.[C:11]([C:15]1[CH:20]=[CH:19][C:18](B(O)O)=[CH:17][CH:16]=1)([CH3:14])([CH3:13])[CH3:12].C([O-])([O-])=O.[K+].[K+]. The catalyst is C1(C)C=CC=CC=1.C1C=CC([P]([Pd]([P](C2C=CC=CC=2)(C2C=CC=CC=2)C2C=CC=CC=2)([P](C2C=CC=CC=2)(C2C=CC=CC=2)C2C=CC=CC=2)[P](C2C=CC=CC=2)(C2C=CC=CC=2)C2C=CC=CC=2)(C2C=CC=CC=2)C2C=CC=CC=2)=CC=1. (5) The reactants are [CH3:1][O:2][C:3]1[C:4](=[O:25])[C:5]([CH3:24])=[C:6]([CH2:12][C:13]2[CH:14]=[C:15]([CH2:19][CH2:20][C:21]([OH:23])=O)[CH:16]=[CH:17][CH:18]=2)[C:7](=[O:11])[C:8]=1[O:9][CH3:10].[NH:26]1[CH2:31][CH2:30][O:29][CH2:28][CH2:27]1. No catalyst specified. The product is [CH3:1][O:2][C:3]1[C:4](=[O:25])[C:5]([CH3:24])=[C:6]([CH2:12][C:13]2[CH:14]=[C:15]([CH2:19][CH2:20][C:21]([N:26]3[CH2:31][CH2:30][O:29][CH2:28][CH2:27]3)=[O:23])[CH:16]=[CH:17][CH:18]=2)[C:7](=[O:11])[C:8]=1[O:9][CH3:10]. The yield is 0.360. (6) The reactants are [OH:1][C:2]1[CH:10]=[CH:9][CH:8]=[C:7]2[C:3]=1[CH:4]=[CH:5][NH:6]2.[H-].[Na+].C([O:15][C:16](=O)[C:17]([C:29]#[N:30])=[CH:18][C:19]1[CH:24]=[C:23]([O:25][CH3:26])[CH:22]=[C:21]([O:27][CH3:28])[CH:20]=1)C. The catalyst is C1COCC1. The product is [CH3:28][O:27][C:21]1[CH:20]=[C:19]([C:18]2[CH:17]([C:29]#[N:30])[C:16](=[O:15])[O:1][C:2]3[C:10]=2[CH:9]=[CH:8][C:7]2=[N:6][CH:5]=[CH:4][C:3]=32)[CH:24]=[C:23]([O:25][CH3:26])[CH:22]=1. The yield is 0.0110. (7) The reactants are [Li]CCCC.[Si]([CH:10]=[N+:11]=[N-:12])(C)(C)C.[O:13]=[C:14]1[N:18]([C:19]([O:21][C:22]([CH3:25])([CH3:24])[CH3:23])=[O:20])[C@H:17]([C:26]([O:28][CH2:29][CH3:30])=[O:27])[CH2:16][CH2:15]1. The catalyst is C1COCC1. The product is [C:22]([O:21][C:19]([NH:18][C@@H:17]([CH2:16][CH2:15][C:14](=[O:13])[CH:10]=[N+:11]=[N-:12])[C:26]([O:28][CH2:29][CH3:30])=[O:27])=[O:20])([CH3:23])([CH3:25])[CH3:24]. The yield is 0.750. (8) The reactants are [CH3:1][N:2]1[C:10]2[C:5](=[CH:6][CH:7]=[C:8](N)[CH:9]=2)[CH:4]=[N:3]1.N([O-])=O.[Na+].[I-:16].[K+]. The catalyst is Cl.O. The product is [I:16][C:8]1[CH:9]=[C:10]2[C:5]([CH:4]=[N:3][N:2]2[CH3:1])=[CH:6][CH:7]=1. The yield is 0.440. (9) The reactants are [Cl:1][C:2]1[N:7]=[C:6](Cl)[CH:5]=[CH:4][N:3]=1.[CH3:9][C:10]([CH3:14])([CH3:13])[CH2:11][NH2:12].C([O-])([O-])=O.[K+].[K+].O. The catalyst is C1COCC1. The product is [Cl:1][C:2]1[N:7]=[C:6]([NH:12][CH2:11][C:10]([CH3:14])([CH3:13])[CH3:9])[CH:5]=[CH:4][N:3]=1. The yield is 0.670.